From a dataset of Catalyst prediction with 721,799 reactions and 888 catalyst types from USPTO. Predict which catalyst facilitates the given reaction. (1) Reactant: [CH3:1][O:2][C:3]1[CH:8]=[CH:7][C:6]([N:9]2[C:13]3[C:14](=[O:24])[N:15]([CH2:18][CH2:19][CH2:20][CH2:21][C:22]#[N:23])[CH2:16][CH2:17][C:12]=3[C:11]([C:25]([F:28])([F:27])[F:26])=[N:10]2)=[CH:5][CH:4]=1.[CH3:29][NH:30][CH3:31]. Product: [CH3:1][O:2][C:3]1[CH:8]=[CH:7][C:6]([N:9]2[C:13]3[C:14](=[O:24])[N:15]([CH2:18][CH2:19][CH2:20][CH2:21][C:22]([N:30]([CH3:31])[CH3:29])=[NH:23])[CH2:16][CH2:17][C:12]=3[C:11]([C:25]([F:26])([F:27])[F:28])=[N:10]2)=[CH:5][CH:4]=1. The catalyst class is: 254. (2) Reactant: [Br:1][C:2]([N+:7]([O-:9])=[O:8])([CH2:5][OH:6])[CH2:3][OH:4].[S:10]1[CH:14]=[CH:13][CH:12]=[C:11]1[CH:15]=O.Cl[Si](C)(C)C.O. Product: [Br:1][C:2]1([N+:7]([O-:9])=[O:8])[CH2:5][O:6][CH:15]([C:11]2[S:10][CH:14]=[CH:13][CH:12]=2)[O:4][CH2:3]1. The catalyst class is: 4. (3) The catalyst class is: 2. Product: [Br:14][C:15]1[C:24]([O:25][CH3:26])=[CH:23][CH:22]=[C:21]2[C:16]=1[CH:17]=[CH:18][C:19]([CH2:27][N:28]([CH3:29])[C:11]([C:4]1[C:5]3[C:10](=[CH:9][CH:8]=[CH:7][CH:6]=3)[N:2]([CH3:1])[CH:3]=1)=[O:12])=[CH:20]2. Reactant: [CH3:1][N:2]1[C:10]2[C:5](=[CH:6][CH:7]=[CH:8][CH:9]=2)[C:4]([C:11](Cl)=[O:12])=[CH:3]1.[Br:14][C:15]1[C:24]([O:25][CH3:26])=[CH:23][CH:22]=[C:21]2[C:16]=1[CH:17]=[CH:18][C:19]([CH2:27][N-:28][CH3:29])=[CH:20]2.C(N(CC)CC)C. (4) Reactant: [NH2:1][C:2]1[CH:9]=[C:8]([Cl:10])[CH:7]=[CH:6][C:3]=1[CH:4]=O.[CH3:11][C:12]1C=CC(S(NN)(=O)=O)=CC=1.C(=O)([O-])[O-].[K+].[K+].C(B(O)O)C. Product: [Cl:10][C:8]1[CH:7]=[CH:6][C:3]([CH2:4][CH2:11][CH3:12])=[C:2]([CH:9]=1)[NH2:1]. The catalyst class is: 258. (5) Reactant: [F:1][C:2]([F:12])([F:11])[O:3][C:4]1[CH:9]=[CH:8][CH:7]=[CH:6][C:5]=1[OH:10].C(=O)([O-])[O-].[K+].[K+].[CH3:19][O:20][CH2:21]Cl.O. Product: [CH3:19][O:20][CH2:21][O:10][C:5]1[CH:6]=[CH:7][CH:8]=[CH:9][C:4]=1[O:3][C:2]([F:11])([F:12])[F:1]. The catalyst class is: 9.